From a dataset of Full USPTO retrosynthesis dataset with 1.9M reactions from patents (1976-2016). Predict the reactants needed to synthesize the given product. Given the product [CH3:1][O:2][C:3]1[CH:4]=[C:5]([CH:9]2[CH2:10][CH2:11][CH2:12][NH:13]2)[CH:6]=[CH:7][CH:8]=1, predict the reactants needed to synthesize it. The reactants are: [CH3:1][O:2][C:3]1[CH:4]=[C:5]([C:9]2[CH2:10][CH2:11][CH2:12][N:13]=2)[CH:6]=[CH:7][CH:8]=1.[BH4-].[Na+].